From a dataset of NCI-60 drug combinations with 297,098 pairs across 59 cell lines. Regression. Given two drug SMILES strings and cell line genomic features, predict the synergy score measuring deviation from expected non-interaction effect. Drug 1: COCCOC1=C(C=C2C(=C1)C(=NC=N2)NC3=CC=CC(=C3)C#C)OCCOC. Drug 2: CCC1=C2N=C(C=C(N2N=C1)NCC3=C[N+](=CC=C3)[O-])N4CCCCC4CCO. Cell line: T-47D. Synergy scores: CSS=48.3, Synergy_ZIP=2.90, Synergy_Bliss=5.83, Synergy_Loewe=5.51, Synergy_HSA=8.71.